Dataset: Full USPTO retrosynthesis dataset with 1.9M reactions from patents (1976-2016). Task: Predict the reactants needed to synthesize the given product. (1) Given the product [C:29]1([C:2]2[C:10]3[C:5](=[N:6][CH:7]=[CH:8][CH:9]=3)[O:4][C:3]=2[C:11]2[CH:16]=[CH:15][C:14]([C:17]3([NH:21][C:22](=[O:28])[O:23][C:24]([CH3:27])([CH3:26])[CH3:25])[CH2:20][CH2:19][CH2:18]3)=[CH:13][CH:12]=2)[CH:34]=[CH:33][CH:32]=[CH:31][CH:30]=1, predict the reactants needed to synthesize it. The reactants are: I[C:2]1[C:10]2[C:5](=[N:6][CH:7]=[CH:8][CH:9]=2)[O:4][C:3]=1[C:11]1[CH:16]=[CH:15][C:14]([C:17]2([NH:21][C:22](=[O:28])[O:23][C:24]([CH3:27])([CH3:26])[CH3:25])[CH2:20][CH2:19][CH2:18]2)=[CH:13][CH:12]=1.[C:29]1(B(O)O)[CH:34]=[CH:33][CH:32]=[CH:31][CH:30]=1.C(=O)([O-])[O-].[Na+].[Na+]. (2) Given the product [F:1][C:2]1[C:3]2[N:4]([C:16]([CH:17]([N:19]3[CH:28]=[CH:27][C:26]4[N:25]=[CH:24][CH:23]=[CH:22][C:21]=4[C:20]3=[O:29])[CH3:18])=[N:15][N:14]=2)[CH:5]=[C:6]([C:8]2[CH:9]=[N:10][N:11]([CH3:13])[CH:12]=2)[CH:7]=1, predict the reactants needed to synthesize it. The reactants are: [F:1][C:2]1[C:3]([NH:14][NH:15][C:16](=O)[CH:17]([N:19]2[CH:28]=[CH:27][C:26]3[N:25]=[CH:24][CH:23]=[CH:22][C:21]=3[C:20]2=[O:29])[CH3:18])=[N:4][CH:5]=[C:6]([C:8]2[CH:9]=[N:10][N:11]([CH3:13])[CH:12]=2)[CH:7]=1.C1(P(C2C=CC=CC=2)C2C=CC=CC=2)C=CC=CC=1.[Si](N=[N+]=[N-])(C)(C)C.CCOC(/N=N/C(OCC)=O)=O. (3) Given the product [CH3:1][N:2]1[CH2:7][CH2:6][N:5]([CH3:8])[C:4](=[O:9])[C@@H:3]1[C:10]1[CH:11]=[CH:12][C:13]([NH:16][C:17]2[C:18](=[O:43])[N:19]([CH3:42])[CH:20]=[C:21]([C:23]3[C:24]([CH3:41])=[C:25]([NH:29][C:30]([C:32]4[S:36][C:35]5[CH2:37][CH2:38][CH2:39][CH2:40][C:34]=5[CH:33]=4)=[O:31])[CH:26]=[CH:27][CH:28]=3)[N:22]=2)=[CH:14][CH:15]=1, predict the reactants needed to synthesize it. The reactants are: [CH3:1][N:2]1[CH2:7][CH2:6][N:5]([CH3:8])[C:4](=[O:9])[C@H:3]1[C:10]1[CH:15]=[CH:14][C:13]([NH:16][C:17]2[C:18](=[O:43])[N:19]([CH3:42])[CH:20]=[C:21]([C:23]3[C:24]([CH3:41])=[C:25]([NH:29][C:30]([C:32]4[S:36][C:35]5[CH2:37][CH2:38][CH2:39][CH2:40][C:34]=5[CH:33]=4)=[O:31])[CH:26]=[CH:27][CH:28]=3)[N:22]=2)=[CH:12][CH:11]=1. (4) Given the product [CH2:4]([C:2]1[CH:3]=[CH:4][C:5]([N:8]2[CH2:9][CH2:10][NH:11][CH2:12][CH2:13]2)=[CH:6][CH:7]=1)[CH2:3][CH2:2][CH2:7][CH3:6], predict the reactants needed to synthesize it. The reactants are: Br[C:2]1[CH:7]=[CH:6][C:5]([N:8]2[CH2:13][CH2:12][N:11](S(C3(C(OC)=O)CCN(CCOC)CC3)(=O)=O)[CH2:10][CH2:9]2)=[CH:4][CH:3]=1.P([O-])([O-])([O-])=O.[K+].[K+].[K+].ClCCl.